The task is: Predict the product of the given reaction.. This data is from Forward reaction prediction with 1.9M reactions from USPTO patents (1976-2016). (1) Given the reactants Br[C:2]1[C:7]2=[CH:8][N:9]([C:11]3[C:16]([F:17])=[CH:15][CH:14]=[CH:13][C:12]=3[Cl:18])[N:10]=[C:6]2[CH:5]=[CH:4][N:3]=1.[C:19](=[O:26])([O:21][C:22]([CH3:25])([CH3:24])[CH3:23])[NH2:20].CC1(C)C2C(=C(P(C3C=CC=CC=3)C3C=CC=CC=3)C=CC=2)OC2C(P(C3C=CC=CC=3)C3C=CC=CC=3)=CC=CC1=2.[O-]P([O-])([O-])=O.[K+].[K+].[K+], predict the reaction product. The product is: [C:22]([O:21][C:19](=[O:26])[NH:20][C:2]1[C:7]2=[CH:8][N:9]([C:11]3[C:16]([F:17])=[CH:15][CH:14]=[CH:13][C:12]=3[Cl:18])[N:10]=[C:6]2[CH:5]=[CH:4][N:3]=1)([CH3:25])([CH3:24])[CH3:23]. (2) Given the reactants [NH2:1][C:2]1[N:6]([C:7]2[CH:12]=[CH:11][N:10]=[CH:9][C:8]=2Br)[N:5]=[C:4]([C:14]2[CH:19]=[CH:18][C:17]([O:20][C:21]3[CH:26]=[CH:25][CH:24]=[CH:23][CH:22]=3)=[CH:16][CH:15]=2)[C:3]=1[C:27]([NH2:29])=[O:28].CNCCNC.[O-]P([O-])([O-])=O.[K+].[K+].[K+], predict the reaction product. The product is: [O:20]([C:17]1[CH:18]=[CH:19][C:14]([C:4]2[C:3]([C:27]([NH2:29])=[O:28])=[C:2]3[NH:1][C:8]4[CH:9]=[N:10][CH:11]=[CH:12][C:7]=4[N:6]3[N:5]=2)=[CH:15][CH:16]=1)[C:21]1[CH:26]=[CH:25][CH:24]=[CH:23][CH:22]=1.